Predict the reaction yield, written as a fraction of the theoretical maximum amount of product (1.0 means a 100% yield; for example, 0.34 means a 34% yield). From a dataset of Reaction yield outcomes from USPTO patents with 853,638 reactions. (1) The reactants are [C:1]([O:5][N:6]=[C:7]1[C:16]2[C:11](=[CH:12][C:13](Br)=[CH:14][CH:15]=2)[O:10][C:9]([C:18]2[N:19]=[CH:20][C:21]3[C:26]([CH:27]=2)=[CH:25][CH:24]=[CH:23][CH:22]=3)=[CH:8]1)([CH3:4])([CH3:3])[CH3:2].C1(P(C2C=CC=CC=2)C2C=CC=CC=2)C=CC=CC=1.C(N(CC)CC)C.[C:54]([C:56]1[CH:61]=[CH:60][CH:59]=[CH:58][N:57]=1)#[CH:55].[Na]. The catalyst is CN(C)C=O.Cl[Pd](Cl)([P](C1C=CC=CC=1)(C1C=CC=CC=1)C1C=CC=CC=1)[P](C1C=CC=CC=1)(C1C=CC=CC=1)C1C=CC=CC=1.[Cu](I)I. The product is [C:1]([O:5][N:6]=[C:7]1[C:16]2[C:11](=[CH:12][C:13]([C:55]#[C:54][C:56]3[CH:61]=[CH:60][CH:59]=[CH:58][N:57]=3)=[CH:14][CH:15]=2)[O:10][C:9]([C:18]2[N:19]=[CH:20][C:21]3[C:26]([CH:27]=2)=[CH:25][CH:24]=[CH:23][CH:22]=3)=[CH:8]1)([CH3:4])([CH3:3])[CH3:2]. The yield is 0.630. (2) The reactants are Br[C:2]1[CH:3]=[C:4]2[C:10]([C:11]3[C:16]([O:17][CH3:18])=[CH:15][CH:14]=[CH:13][N:12]=3)=[N:9][N:8](COC(=O)C(C)(C)C)[C:5]2=[N:6][CH:7]=1.[NH2:27][C:28]1[CH:38]=[CH:37][C:36](B2OC(C)(C)C(C)(C)O2)=[CH:35][C:29]=1[C:30]([N:32]([CH3:34])[CH3:33])=[O:31].ClCCl.C(=O)(O)[O-].[Na+]. The catalyst is O1CCCC1.C(#N)C.O. The product is [NH2:27][C:28]1[CH:38]=[CH:37][C:36]([C:2]2[CH:3]=[C:4]3[C:10]([C:11]4[C:16]([O:17][CH3:18])=[CH:15][CH:14]=[CH:13][N:12]=4)=[N:9][NH:8][C:5]3=[N:6][CH:7]=2)=[CH:35][C:29]=1[C:30]([N:32]([CH3:34])[CH3:33])=[O:31]. The yield is 0.310. (3) The yield is 0.940. The reactants are [Br:1][C:2]1[C:11]2[C:6](=[CH:7][CH:8]=[CH:9][CH:10]=2)[CH:5]=[N:4][CH:3]=1.C1C=C(Cl)C=C(C(OO)=[O:20])C=1. The catalyst is C(Cl)(Cl)Cl. The product is [Br:1][C:2]1[C:11]2[C:6](=[CH:7][CH:8]=[CH:9][CH:10]=2)[CH:5]=[N+:4]([O-:20])[CH:3]=1. (4) The reactants are [CH2:1]=[CH:2][CH2:3][CH2:4][CH2:5][CH2:6][CH2:7]CCC.OOS([O-])=O.[K+].[O-]S([O-])=O.[Na+].[Na+].CC[O:25][C:26]([CH3:28])=[O:27]. The catalyst is CN(C=O)C.O=[Os](=O)(=O)=O. The product is [C:26]([OH:25])(=[O:27])[CH2:28][CH2:1][CH2:2][CH2:3][CH2:4][CH2:5][CH2:6][CH3:7]. The yield is 0.930. (5) The reactants are [NH2:1][CH:2]1[CH:6]([C:7]2[CH:12]=[CH:11][C:10]([Cl:13])=[C:9]([Cl:14])[CH:8]=2)[CH2:5][N:4]([C:15]([CH:17]2[CH2:22][CH2:21][N:20]([C:23]([C:25]3([CH3:28])[CH2:27][CH2:26]3)=[O:24])[CH2:19][CH2:18]2)=[O:16])[CH2:3]1.[CH:29](=O)[CH3:30].C([BH3-])#N.[Na+]. The catalyst is C(O)C. The product is [Cl:14][C:9]1[CH:8]=[C:7]([C@H:6]2[C@H:2]([NH:1][CH2:29][CH3:30])[CH2:3][N:4]([C:15]([CH:17]3[CH2:22][CH2:21][N:20]([C:23]([C:25]4([CH3:28])[CH2:27][CH2:26]4)=[O:24])[CH2:19][CH2:18]3)=[O:16])[CH2:5]2)[CH:12]=[CH:11][C:10]=1[Cl:13]. The yield is 0.560. (6) The reactants are [OH:1][C:2]1[C:3]([N+:9]([O-])=O)=[N:4][C:5]([CH3:8])=[CH:6][CH:7]=1.O.O.[SH-].[Na+]. The catalyst is CO.CCO. The product is [NH2:9][C:3]1[C:2]([OH:1])=[CH:7][CH:6]=[C:5]([CH3:8])[N:4]=1. The yield is 0.890. (7) The reactants are [NH2:1][C:2]1[CH2:3][C:4]([C:14]([N:16]([CH2:20][CH2:21][CH3:22])[CH2:17][CH2:18][CH3:19])=[O:15])=[CH:5][C:6]2[CH:12]=[CH:11][C:10](Br)=[CH:9][C:7]=2[N:8]=1.CC1(C)C(C)(C)OB([C:31]2[CH:36]=[CH:35][C:34]([CH:37]3[CH2:41][O:40][C:39](=[O:42])[O:38]3)=[CH:33][CH:32]=2)O1. No catalyst specified. The product is [NH2:1][C:2]1[CH2:3][C:4]([C:14]([N:16]([CH2:20][CH2:21][CH3:22])[CH2:17][CH2:18][CH3:19])=[O:15])=[CH:5][C:6]2[CH:12]=[CH:11][C:10]([C:31]3[CH:32]=[CH:33][C:34]([CH:37]4[CH2:41][O:40][C:39](=[O:42])[O:38]4)=[CH:35][CH:36]=3)=[CH:9][C:7]=2[N:8]=1. The yield is 0.0900.